Dataset: Forward reaction prediction with 1.9M reactions from USPTO patents (1976-2016). Task: Predict the product of the given reaction. (1) Given the reactants C(Cl)CCl.C(N(CC)C(C)C)(C)C.[O:14]([C:21]1[CH:26]=[CH:25][C:24]([CH2:27][C:28]([OH:30])=O)=[CH:23][CH:22]=1)[C:15]1[CH:20]=[CH:19][CH:18]=[CH:17][CH:16]=1.[C:31]([O:35][C:36](=[O:42])[NH:37][CH:38]1[CH2:41][NH:40][CH2:39]1)([CH3:34])([CH3:33])[CH3:32], predict the reaction product. The product is: [C:31]([O:35][C:36](=[O:42])[NH:37][CH:38]1[CH2:41][N:40]([C:28](=[O:30])[CH2:27][C:24]2[CH:23]=[CH:22][C:21]([O:14][C:15]3[CH:16]=[CH:17][CH:18]=[CH:19][CH:20]=3)=[CH:26][CH:25]=2)[CH2:39]1)([CH3:34])([CH3:32])[CH3:33]. (2) The product is: [O:25]=[C:17]1[NH:16][C:24]2[C:19](/[C:18]/1=[CH:1]\[C:3]1[CH:8]=[CH:7][CH:6]=[CH:5][C:4]=1[CH2:9][CH2:10][C:11]([O:13][CH2:14][CH3:15])=[O:12])=[CH:20][CH:21]=[CH:22][CH:23]=2. Given the reactants [CH:1]([C:3]1[CH:8]=[CH:7][CH:6]=[CH:5][C:4]=1[CH:9]=[CH:10][C:11]([O:13][CH2:14][CH3:15])=[O:12])=O.[NH:16]1[C:24]2[C:19](=[CH:20][CH:21]=[CH:22][CH:23]=2)[CH2:18][C:17]1=[O:25].N1CCCCC1, predict the reaction product. (3) Given the reactants [OH:1][C:2]1[CH:7]=[CH:6][CH:5]=CN=1.[CH2:8]([O:10][C:11](=[O:14])[CH2:12]Br)C.C([O-])([O-])=O.[K+].[K+].O, predict the reaction product. The product is: [CH3:8][O:10][C:11](=[O:14])[CH2:12][C@@H:2]1[CH2:7][CH2:6][CH2:5][O:1]1. (4) Given the reactants [CH2:1]=[CH:2][C:3]1[CH:8]=[CH:7][CH:6]=[CH:5][CH:4]=1.[CH3:9][C:10]([CH2:12][C:13]([CH3:16])([CH3:15])[CH3:14])=[CH2:11].[C:17]([O:21][CH2:22][CH2:23][CH2:24][OH:25])(=[O:20])[CH:18]=[CH2:19].[C:26]([O:31][CH2:32][CH2:33][CH2:34][CH3:35])(=[O:30])[C:27]([CH3:29])=[CH2:28].[C:36]([O:40][CH2:41][CH2:42][CH2:43][CH3:44])(=[O:39])[CH:37]=[CH2:38], predict the reaction product. The product is: [CH3:11][C:10]([CH2:12][C:13]([CH3:16])([CH3:15])[CH3:14])=[CH2:9].[C:17]([O:21][CH2:22][CH2:23][CH2:24][OH:25])(=[O:20])[CH:18]=[CH2:19].[C:26]([O:31][CH2:32][CH2:33][CH2:34][CH3:35])(=[O:30])[C:27]([CH3:29])=[CH2:28].[CH2:1]=[CH:2][C:3]1[CH:8]=[CH:7][CH:6]=[CH:5][CH:4]=1.[C:36]([O:40][CH2:41][CH2:42][CH2:43][CH3:44])(=[O:39])[CH:37]=[CH2:38].